From a dataset of Catalyst prediction with 721,799 reactions and 888 catalyst types from USPTO. Predict which catalyst facilitates the given reaction. Reactant: Br[C:2]1[C:11]([F:12])=[C:10]2[C:5]([C:6]([N:13]3[CH2:18][CH2:17][N:16]([C:19](=[O:22])[CH:20]=[CH2:21])[CH2:15][CH2:14]3)=[N:7][CH:8]=[N:9]2)=[CH:4][C:3]=1[Cl:23].[CH3:24][C:25]1[C:26](B(O)O)=[C:27]2[C:31](=[CH:32][CH:33]=1)[NH:30][N:29]=[CH:28]2.C([O-])([O-])=O.[Na+].[Na+]. Product: [Cl:23][C:3]1[CH:4]=[C:5]2[C:10](=[C:11]([F:12])[C:2]=1[C:26]1[C:25]([CH3:24])=[CH:33][CH:32]=[C:31]3[C:27]=1[CH:28]=[N:29][NH:30]3)[N:9]=[CH:8][N:7]=[C:6]2[N:13]1[CH2:18][CH2:17][N:16]([C:19](=[O:22])[CH:20]=[CH2:21])[CH2:15][CH2:14]1. The catalyst class is: 203.